From a dataset of Catalyst prediction with 721,799 reactions and 888 catalyst types from USPTO. Predict which catalyst facilitates the given reaction. (1) Reactant: [Cl:1][C:2]1[N:7]=[C:6]2[CH2:8][C:9](=[O:11])[NH:10][C:5]2=[CH:4][CH:3]=1.[Cl:12][C:13]1[C:14]([F:21])=[C:15]([CH:18]=[CH:19][CH:20]=1)[CH:16]=O.N1CCCCC1. Product: [Cl:1][C:2]1[N:7]=[C:6]2/[C:8](=[CH:16]/[C:15]3[CH:18]=[CH:19][CH:20]=[C:13]([Cl:12])[C:14]=3[F:21])/[C:9](=[O:11])[NH:10][C:5]2=[CH:4][CH:3]=1. The catalyst class is: 5. (2) Reactant: [OH-:1].[K+].[O:3]=[C:4]1[N:9]([C:10]2[CH:15]=[CH:14][CH:13]=[CH:12][CH:11]=2)[C:8]2[S:16][C:17]([C:27]#[N:28])=[C:18]([NH:19][C:20]3[CH:21]=[C:22]([CH3:26])[CH:23]=[CH:24][CH:25]=3)[C:7]=2[CH:6]=[CH:5]1. Product: [O:3]=[C:4]1[N:9]([C:10]2[CH:15]=[CH:14][CH:13]=[CH:12][CH:11]=2)[C:8]2[S:16][C:17]([C:27]([NH2:28])=[O:1])=[C:18]([NH:19][C:20]3[CH:21]=[C:22]([CH3:26])[CH:23]=[CH:24][CH:25]=3)[C:7]=2[CH:6]=[CH:5]1. The catalyst class is: 315. (3) Reactant: [CH:1]1([CH2:4][NH:5][C:6](=[O:35])[C:7]2[CH:12]=[CH:11][C:10]([CH3:13])=[C:9]([C:14]3[C:15]4[CH:25]=[CH:24][C:23](=[O:26])[N:22]([C:27]5[C:32]([F:33])=[CH:31][CH:30]=[CH:29][C:28]=5[F:34])[C:16]=4[N:17]=[C:18](SC)[N:19]=3)[CH:8]=2)[CH2:3][CH2:2]1.[BH4-].[Na+]. Product: [CH:1]1([CH2:4][NH:5][C:6](=[O:35])[C:7]2[CH:12]=[CH:11][C:10]([CH3:13])=[C:9]([C:14]3[C:15]4[CH:25]=[CH:24][C:23](=[O:26])[N:22]([C:27]5[C:28]([F:34])=[CH:29][CH:30]=[CH:31][C:32]=5[F:33])[C:16]=4[N:17]=[CH:18][N:19]=3)[CH:8]=2)[CH2:3][CH2:2]1. The catalyst class is: 652. (4) Reactant: Br[C:2]1[CH:3]=[C:4]2[C:9](=[CH:10][CH:11]=1)[N:8]=[C:7]([NH:12][C:13]1[CH:14]=[C:15]([NH:26][C:27](=[O:29])[CH3:28])[CH:16]=[C:17]([CH2:19][N:20]3[CH2:25][CH2:24][O:23][CH2:22][CH2:21]3)[CH:18]=1)[N:6]=[CH:5]2.C(=O)([O-])[O-].[Na+].[Na+].CC1(C)C(C)(C)OB([N:44]2[CH:48]=[CH:47][CH:46]=[N:45]2)O1.C(Cl)Cl. Product: [NH:44]1[CH:48]=[C:47]([C:2]2[CH:3]=[C:4]3[C:9](=[CH:10][CH:11]=2)[N:8]=[C:7]([NH:12][C:13]2[CH:14]=[C:15]([NH:26][C:27](=[O:29])[CH3:28])[CH:16]=[C:17]([CH2:19][N:20]4[CH2:25][CH2:24][O:23][CH2:22][CH2:21]4)[CH:18]=2)[N:6]=[CH:5]3)[CH:46]=[N:45]1. The catalyst class is: 57. (5) Reactant: [N:1]1[CH:6]=[CH:5][C:4]([C:7]2[N:8]=[C:9]3[NH:18][C:13]4([CH2:17][CH2:16][NH:15][CH2:14]4)[CH2:12][CH2:11][N:10]3[C:19](=[O:21])[CH:20]=2)=[N:3][CH:2]=1.C(N(CC)CC)C.[F:29][C:30]1[CH:31]=[C:32]([CH:36]=[CH:37][CH:38]=1)[C:33](Cl)=[O:34].[Cl-].[NH4+]. Product: [F:29][C:30]1[CH:31]=[C:32]([CH:36]=[CH:37][CH:38]=1)[C:33]([N:15]1[CH2:16][CH2:17][C:13]2([CH2:12][CH2:11][N:10]3[C:19](=[O:21])[CH:20]=[C:7]([C:4]4[CH:5]=[CH:6][N:1]=[CH:2][N:3]=4)[N:8]=[C:9]3[NH:18]2)[CH2:14]1)=[O:34]. The catalyst class is: 7. (6) Reactant: [Cl:1][C:2]1[CH:3]=[CH:4][C:5]([OH:17])=[C:6]([CH2:8][C:9]2[CH:14]=[C:13]([Cl:15])[CH:12]=[CH:11][C:10]=2[OH:16])[CH:7]=1.I[CH2:19]I.C(=O)([O-])[O-].[K+].[K+]. Product: [Cl:1][C:2]1[CH:3]=[CH:4][C:5]2[O:17][CH2:19][O:16][C:10]3[CH:11]=[CH:12][C:13]([Cl:15])=[CH:14][C:9]=3[CH2:8][C:6]=2[CH:7]=1. The catalyst class is: 3. (7) Reactant: Cl[CH2:2][C:3]1[O:4][C:5]2[CH:11]=[CH:10][C:9]([C:12]3[C:20]4[C:15](=[CH:16][C:17]([F:21])=[CH:18][CH:19]=4)[N:14]([S:22]([C:25]4[CH:30]=[CH:29][CH:28]=[CH:27][CH:26]=4)(=[O:24])=[O:23])[CH:13]=3)=[CH:8][C:6]=2[N:7]=1.[CH3:31][N:32]1[CH2:37][CH2:36][NH:35][CH2:34][CH2:33]1. Product: [F:21][C:17]1[CH:16]=[C:15]2[C:20]([C:12]([C:9]3[CH:10]=[CH:11][C:5]4[O:4][C:3]([CH2:2][N:35]5[CH2:36][CH2:37][N:32]([CH3:31])[CH2:33][CH2:34]5)=[N:7][C:6]=4[CH:8]=3)=[CH:13][N:14]2[S:22]([C:25]2[CH:30]=[CH:29][CH:28]=[CH:27][CH:26]=2)(=[O:24])=[O:23])=[CH:19][CH:18]=1. The catalyst class is: 31. (8) Reactant: [CH3:1][C:2]1[NH:6][N:5]=[C:4]([NH:7][C:8](=[O:15])[C:9]2[CH:14]=[CH:13][CH:12]=[N:11][CH:10]=2)[CH:3]=1.C(N(CC)CC)C.[Cl:23][C:24]1[CH:32]=[CH:31][CH:30]=[CH:29][C:25]=1[C:26](Cl)=[O:27]. Product: [Cl:23][C:24]1[CH:32]=[CH:31][CH:30]=[CH:29][C:25]=1[C:26]([N:6]1[C:2]([CH3:1])=[CH:3][C:4]([NH:7][C:8](=[O:15])[C:9]2[CH:14]=[CH:13][CH:12]=[N:11][CH:10]=2)=[N:5]1)=[O:27]. The catalyst class is: 4. (9) Reactant: C1(C2CC2C(Cl)=O)C=CC=CC=1.[CH3:13][O:14][C:15]1[CH:16]=[C:17]2[C:22](=[CH:23][C:24]=1[O:25][CH3:26])[N:21]=[CH:20][CH:19]=[C:18]2[O:27][C:28]1[CH:33]=[CH:32][C:31]([NH:34][CH2:35][CH3:36])=[CH:30][CH:29]=1.[C:37]1([CH:43]2[CH2:45][CH:44]2[C:46]([N:48]=[C:49]=[S:50])=[O:47])[CH:42]=[CH:41][CH:40]=[CH:39][CH:38]=1. The catalyst class is: 234. Product: [C:37]1([CH:43]2[CH2:45][CH:44]2[C:46]([N:48]=[C:49]=[S:50])=[O:47])[CH:42]=[CH:41][CH:40]=[CH:39][CH:38]=1.[CH3:13][O:14][C:15]1[CH:16]=[C:17]2[C:22](=[CH:23][C:24]=1[O:25][CH3:26])[N:21]=[CH:20][CH:19]=[C:18]2[O:27][C:28]1[CH:33]=[CH:32][C:31]([N:34]([CH2:35][CH3:36])[C:49]([NH:48][C:46]([CH:44]2[CH2:45][CH:43]2[C:37]2[CH:42]=[CH:41][CH:40]=[CH:39][CH:38]=2)=[O:47])=[S:50])=[CH:30][CH:29]=1.